Dataset: Forward reaction prediction with 1.9M reactions from USPTO patents (1976-2016). Task: Predict the product of the given reaction. (1) Given the reactants [F:1][C:2](=[CH2:6])[C:3](O)=[O:4].F[P-](F)(F)(F)(F)F.N1(OC(N(C)C)=[N+](C)C)C2C=CC=CC=2N=N1.[Br:31][C:32]1[CH:33]=[C:34]2[C:39](=[CH:40][CH:41]=1)[O:38][CH2:37][C:36]([CH3:43])([CH3:42])[C:35]2([CH:45]=[CH2:46])[NH2:44], predict the reaction product. The product is: [Br:31][C:32]1[CH:33]=[C:34]2[C:39](=[CH:40][CH:41]=1)[O:38][CH2:37][C:36]([CH3:42])([CH3:43])[C:35]2([NH:44][C:3](=[O:4])[C:2]([F:1])=[CH2:6])[CH:45]=[CH2:46]. (2) Given the reactants C([O-])(=O)C.[Na+].Br[C:7](Br)([CH3:14])[C:8](=[O:13])[C:9]([F:12])([F:11])[F:10].[F:16][C:17]1[C:30]([NH:31][NH2:32])=[CH:29][C:20]2[N:21]([CH2:26][C:27]#[CH:28])[C:22](=[O:25])[CH2:23][O:24][C:19]=2[CH:18]=1, predict the reaction product. The product is: [F:16][C:17]1[C:30]([NH:31][N:32]=[C:7]([CH3:14])[C:8](=[O:13])[C:9]([F:12])([F:11])[F:10])=[CH:29][C:20]2[N:21]([CH2:26][C:27]#[CH:28])[C:22](=[O:25])[CH2:23][O:24][C:19]=2[CH:18]=1.